This data is from hERG Central: cardiac toxicity at 1µM, 10µM, and general inhibition. The task is: Predict hERG channel inhibition at various concentrations. Results: hERG_inhib (hERG inhibition (general)): blocker. The compound is COc1ccc(S(=O)(=O)NCC2CCCN(Cc3ccc(O)cc3)C2)cc1.